Dataset: NCI-60 drug combinations with 297,098 pairs across 59 cell lines. Task: Regression. Given two drug SMILES strings and cell line genomic features, predict the synergy score measuring deviation from expected non-interaction effect. (1) Drug 1: CC1C(C(CC(O1)OC2CC(OC(C2O)C)OC3=CC4=CC5=C(C(=O)C(C(C5)C(C(=O)C(C(C)O)O)OC)OC6CC(C(C(O6)C)O)OC7CC(C(C(O7)C)O)OC8CC(C(C(O8)C)O)(C)O)C(=C4C(=C3C)O)O)O)O. Drug 2: CC(C)NC(=O)C1=CC=C(C=C1)CNNC.Cl. Cell line: SR. Synergy scores: CSS=15.8, Synergy_ZIP=2.53, Synergy_Bliss=1.29, Synergy_Loewe=-4.38, Synergy_HSA=-3.76. (2) Drug 1: CS(=O)(=O)C1=CC(=C(C=C1)C(=O)NC2=CC(=C(C=C2)Cl)C3=CC=CC=N3)Cl. Drug 2: CN1C2=C(C=C(C=C2)N(CCCl)CCCl)N=C1CCCC(=O)O.Cl. Cell line: HOP-62. Synergy scores: CSS=13.3, Synergy_ZIP=-0.974, Synergy_Bliss=5.22, Synergy_Loewe=1.03, Synergy_HSA=1.44.